Dataset: Full USPTO retrosynthesis dataset with 1.9M reactions from patents (1976-2016). Task: Predict the reactants needed to synthesize the given product. Given the product [NH2:24][CH2:23][C:22]1[CH:25]=[CH:26][C:19]([C:17]([N:7]2[CH2:6][C:5]3[CH:4]=[N:3][N:2]([CH3:1])[C:11]=3[NH:10][C:9]3[CH:12]=[C:13]([CH3:16])[CH:14]=[CH:15][C:8]2=3)=[O:18])=[CH:20][C:21]=1[CH3:27], predict the reactants needed to synthesize it. The reactants are: [CH3:1][N:2]1[C:11]2[NH:10][C:9]3[CH:12]=[C:13]([CH3:16])[CH:14]=[CH:15][C:8]=3[N:7]([C:17]([C:19]3[CH:26]=[CH:25][C:22]([C:23]#[N:24])=[C:21]([CH3:27])[CH:20]=3)=[O:18])[CH2:6][C:5]=2[CH:4]=[N:3]1.CC1C=C2N=C3C(=NC(NC3=O)=O)N(C[C@H](O)[C@H](O)[C@H](O)CO)C2=CC=1C.N1CCCC(=O)C2C=CC=CC1=2.[BH4-].[Na+].[NH4+].[Cl-].